This data is from Forward reaction prediction with 1.9M reactions from USPTO patents (1976-2016). The task is: Predict the product of the given reaction. (1) The product is: [Cl:34][C:33]1[CH:32]=[C:31]2[C:27]([C:28]([NH:43][C:44](=[O:48])[CH2:45][CH2:46][CH3:47])=[N:29][N:30]2[CH2:35][O:36][CH2:37][CH2:38][Si:39]([CH3:42])([CH3:40])[CH3:41])=[CH:26][C:25]=1[C:12]1[CH:13]=[CH:14][C:9]([O:8][CH2:1][C:2]2[CH:7]=[CH:6][CH:5]=[CH:4][CH:3]=2)=[CH:10][CH:11]=1. Given the reactants [CH2:1]([O:8][C:9]1[CH:14]=[CH:13][C:12](B(O)O)=[CH:11][CH:10]=1)[C:2]1[CH:7]=[CH:6][CH:5]=[CH:4][CH:3]=1.C(=O)([O-])[O-].[Na+].[Na+].Br[C:25]1[CH:26]=[C:27]2[C:31](=[CH:32][C:33]=1[Cl:34])[N:30]([CH2:35][O:36][CH2:37][CH2:38][Si:39]([CH3:42])([CH3:41])[CH3:40])[N:29]=[C:28]2[NH:43][C:44](=[O:48])[CH2:45][CH2:46][CH3:47].C(OCC)(=O)C, predict the reaction product. (2) Given the reactants [H-].[Na+].[F:3][C:4]1[CH:5]=[C:6]([CH:18]=[C:19]([C:21]([F:24])([F:23])[F:22])[CH:20]=1)[O:7][C:8]1[CH:15]=[CH:14][C:13]([CH2:16][OH:17])=[CH:12][C:9]=1[C:10]#[N:11].Cl[C:26]1[CH:27]=[C:28]2[N:35]([C:36]([O:38][C:39]([CH3:42])([CH3:41])[CH3:40])=[O:37])[CH2:34][CH2:33][N:29]2[C:30](=[O:32])[N:31]=1, predict the reaction product. The product is: [C:10]([C:9]1[CH:12]=[C:13]([CH:14]=[CH:15][C:8]=1[O:7][C:6]1[CH:18]=[C:19]([C:21]([F:22])([F:23])[F:24])[CH:20]=[C:4]([F:3])[CH:5]=1)[CH2:16][O:17][C:26]1[CH:27]=[C:28]2[N:35]([C:36]([O:38][C:39]([CH3:42])([CH3:41])[CH3:40])=[O:37])[CH2:34][CH2:33][N:29]2[C:30](=[O:32])[N:31]=1)#[N:11]. (3) Given the reactants C([O-])(=O)C.[Pb+2:5].C([O-])(=O)C.[CH3:10][O:11][CH2:12][C:13]([OH:15])=[O:14], predict the reaction product. The product is: [CH3:10][O:11][CH2:12][C:13]([O-:15])=[O:14].[Pb+2:5].[CH3:10][O:11][CH2:12][C:13]([O-:15])=[O:14]. (4) Given the reactants OC(C(F)(F)F)=O.[CH3:8][C:9]([Si:12]([CH3:28])([CH3:27])[O:13][C@H:14]1[C@H:19]([N:20]2[C:24](=[O:25])[CH2:23][O:22][C:21]2=[O:26])[CH2:18][CH2:17][NH:16][CH2:15]1)([CH3:11])[CH3:10].CCN(C(C)C)C(C)C.[Br:38][C:39]1[CH:40]=[C:41]([C:52]([F:55])([F:54])[F:53])[C:42]2[N:43]([C:45]([Cl:51])=[C:46]([C:48](O)=[O:49])[N:47]=2)[CH:44]=1.CN(C(ON1N=NC2C=CC=NC1=2)=[N+](C)C)C.F[P-](F)(F)(F)(F)F, predict the reaction product. The product is: [Br:38][C:39]1[CH:40]=[C:41]([C:52]([F:54])([F:55])[F:53])[C:42]2[N:43]([C:45]([Cl:51])=[C:46]([C:48]([N:16]3[CH2:17][CH2:18][C@@H:19]([N:20]4[C:24](=[O:25])[CH2:23][O:22][C:21]4=[O:26])[C@H:14]([O:13][Si:12]([C:9]([CH3:8])([CH3:10])[CH3:11])([CH3:28])[CH3:27])[CH2:15]3)=[O:49])[N:47]=2)[CH:44]=1. (5) Given the reactants Br[C:2]1[CH:7]=[CH:6][CH:5]=[CH:4][C:3]=1[C:8]([CH3:13])([CH3:12])[C:9]([NH2:11])=[O:10].F[B-](F)(F)F.C([PH+](C(C)(C)C)C(C)(C)C)(C)(C)C.[CH2:32]([Si:34]([C:39]#[CH:40])([CH2:37][CH3:38])[CH2:35][CH3:36])[CH3:33], predict the reaction product. The product is: [CH3:12][C:8]([C:3]1[CH:4]=[CH:5][CH:6]=[CH:7][C:2]=1[C:33]#[C:32][Si:34]([CH2:39][CH3:40])([CH2:37][CH3:38])[CH2:35][CH3:36])([CH3:13])[C:9]([NH2:11])=[O:10]. (6) Given the reactants C(C1C=CC(S(Cl)(=O)=O)=CC=1)#N.[C:13]([O:17][C:18]([N:20]1[CH2:25][CH2:24][CH:23](CNC)[CH2:22][CH2:21]1)=[O:19])([CH3:16])([CH3:15])[CH3:14].C(N(CC)CC)C, predict the reaction product. The product is: [C:13]([O:17][C:18]([N:20]1[CH2:25][CH2:24][CH2:23][CH2:22][CH2:21]1)=[O:19])([CH3:16])([CH3:14])[CH3:15]. (7) Given the reactants [O:1]([C:8]1[CH:21]=[CH:20][CH:19]=[CH:18][C:9]=1[NH:10][C:11](OC(C)(C)C)=O)[C:2]1[CH:7]=[CH:6][CH:5]=[CH:4][CH:3]=1.[Li], predict the reaction product. The product is: [CH3:11][NH:10][C:9]1[CH:18]=[CH:19][CH:20]=[CH:21][C:8]=1[O:1][C:2]1[CH:7]=[CH:6][CH:5]=[CH:4][CH:3]=1.